The task is: Predict the product of the given reaction.. This data is from Forward reaction prediction with 1.9M reactions from USPTO patents (1976-2016). (1) Given the reactants [CH:1]([NH:4][C:5]1[CH:6]=[C:7]([C:18]2[CH:23]=[CH:22][C:21]([CH2:24][CH2:25][NH:26]C(=O)OC(C)(C)C)=[CH:20][CH:19]=2)[CH:8]=[CH:9][C:10]=1[C:11]([NH:13][S:14]([CH3:17])(=[O:16])=[O:15])=[O:12])([CH3:3])[CH3:2].C(OC(=O)C)C.[ClH:40], predict the reaction product. The product is: [ClH:40].[ClH:40].[NH2:26][CH2:25][CH2:24][C:21]1[CH:22]=[CH:23][C:18]([C:7]2[CH:8]=[CH:9][C:10]([C:11]([NH:13][S:14]([CH3:17])(=[O:16])=[O:15])=[O:12])=[C:5]([NH:4][CH:1]([CH3:3])[CH3:2])[CH:6]=2)=[CH:19][CH:20]=1. (2) Given the reactants [F:1][C:2]1[CH:15]=[CH:14][C:5]([O:6][C:7]2[CH:12]=[CH:11][C:10](I)=[CH:9][N:8]=2)=[CH:4][CH:3]=1.[B:16]1([B:16]2[O:20][C:19]([CH3:22])([CH3:21])[C:18]([CH3:24])([CH3:23])[O:17]2)[O:20][C:19]([CH3:22])([CH3:21])[C:18]([CH3:24])([CH3:23])[O:17]1.CC([O-])=O.[K+], predict the reaction product. The product is: [F:1][C:2]1[CH:15]=[CH:14][C:5]([O:6][C:7]2[CH:12]=[CH:11][C:10]([B:16]3[O:20][C:19]([CH3:22])([CH3:21])[C:18]([CH3:24])([CH3:23])[O:17]3)=[CH:9][N:8]=2)=[CH:4][CH:3]=1. (3) Given the reactants [CH2:1]([O:3][C:4]([C:6]1[S:7][C:8]([O:19][C:20]2[CH:25]=[CH:24][C:23](Br)=[CH:22][CH:21]=2)=[C:9]2[C:17]3[N:16]([CH3:18])[N:15]=[CH:14][C:13]=3[CH2:12][CH2:11][C:10]=12)=[O:5])[CH3:2].C(B(CC)[C:30]1[CH:31]=[N:32][CH:33]=[CH:34][CH:35]=1)C.C(=O)([O-])[O-].[Na+].[Na+].O, predict the reaction product. The product is: [CH2:1]([O:3][C:4]([C:6]1[S:7][C:8]([O:19][C:20]2[CH:25]=[CH:24][C:23]([C:30]3[CH:31]=[N:32][CH:33]=[CH:34][CH:35]=3)=[CH:22][CH:21]=2)=[C:9]2[C:17]3[N:16]([CH3:18])[N:15]=[CH:14][C:13]=3[CH2:12][CH2:11][C:10]=12)=[O:5])[CH3:2]. (4) Given the reactants Br[CH2:2][CH2:3][CH2:4][Cl:5].C(=O)([O-])[O-].[K+].[K+].[I:12][C:13]1[CH:18]=[CH:17][C:16]([OH:19])=[CH:15][CH:14]=1, predict the reaction product. The product is: [Cl:5][CH2:4][CH2:3][CH2:2][O:19][C:16]1[CH:17]=[CH:18][C:13]([I:12])=[CH:14][CH:15]=1. (5) Given the reactants Br[C:2]1[C:6]([CH3:7])=[C:5]([C:8]2[CH:13]=[CH:12][C:11]([Cl:14])=[CH:10][CH:9]=2)[N:4]([CH2:15][CH3:16])[C:3]=1[C:17](=[O:20])[CH2:18][CH3:19].C(O)C.[NH2:24][S:25]([C:28]1[CH:33]=[CH:32][C:31](B(O)O)=[CH:30][CH:29]=1)(=[O:27])=[O:26].C(=O)([O-])[O-].[K+].[K+], predict the reaction product. The product is: [Cl:14][C:11]1[CH:12]=[CH:13][C:8]([C:5]2[N:4]([CH2:15][CH3:16])[C:3]([C:17](=[O:20])[CH2:18][CH3:19])=[C:2]([C:31]3[CH:32]=[CH:33][C:28]([S:25]([NH2:24])(=[O:27])=[O:26])=[CH:29][CH:30]=3)[C:6]=2[CH3:7])=[CH:9][CH:10]=1. (6) Given the reactants [CH2:1]([C:3]1[S:38][C:6]2[N:7]([CH2:23][C:24]3[CH:29]=[CH:28][C:27]([C:30]4[C:31]([C:36]#[N:37])=[CH:32][CH:33]=[CH:34][CH:35]=4)=[CH:26][CH:25]=3)[C:8](=[O:22])[N:9]([CH2:12][C:13]([C:15]3[CH:20]=[CH:19][C:18]([OH:21])=[CH:17][CH:16]=3)=[O:14])[C:10](=[O:11])[C:5]=2[CH:4]=1)[CH3:2].Br[CH2:40][CH:41]1[CH2:43][CH2:42]1.CN(C)C=O.C(=O)([O-])[O-].[Cs+].[Cs+], predict the reaction product. The product is: [CH:41]1([CH2:40][O:21][C:18]2[CH:17]=[CH:16][C:15]([C:13](=[O:14])[CH2:12][N:9]3[C:10](=[O:11])[C:5]4[CH:4]=[C:3]([CH2:1][CH3:2])[S:38][C:6]=4[N:7]([CH2:23][C:24]4[CH:29]=[CH:28][C:27]([C:30]5[C:31]([C:36]#[N:37])=[CH:32][CH:33]=[CH:34][CH:35]=5)=[CH:26][CH:25]=4)[C:8]3=[O:22])=[CH:20][CH:19]=2)[CH2:43][CH2:42]1. (7) Given the reactants Cl.[CH3:2][C:3]1[CH:8]=[CH:7][N:6]=[CH:5][C:4]=1[C:9]([OH:11])=[O:10].C(=O)([O-])O.[Na+], predict the reaction product. The product is: [CH3:2][C:3]1[CH:8]=[CH:7][N:6]=[CH:5][C:4]=1[C:9]([O:11][CH2:2][CH2:3][CH2:4][CH3:5])=[O:10].